From a dataset of Full USPTO retrosynthesis dataset with 1.9M reactions from patents (1976-2016). Predict the reactants needed to synthesize the given product. (1) Given the product [N:1]1([CH2:6][CH2:7][CH2:8][CH2:9][N:10]2[C:18]3[C:13](=[CH:14][CH:15]=[C:16]([NH:19][C:25]([C:27]4[S:28][CH:29]=[CH:30][CH:31]=4)=[NH:26])[CH:17]=3)[CH:12]=[CH:11]2)[CH:5]=[CH:4][N:3]=[CH:2]1, predict the reactants needed to synthesize it. The reactants are: [N:1]1([CH2:6][CH2:7][CH2:8][CH2:9][N:10]2[C:18]3[C:13](=[CH:14][CH:15]=[C:16]([N+:19]([O-])=O)[CH:17]=3)[CH:12]=[CH:11]2)[CH:5]=[CH:4][N:3]=[CH:2]1.I.CS[C:25]([C:27]1[S:28][CH:29]=[CH:30][CH:31]=1)=[NH:26]. (2) Given the product [CH3:27][O:26][C:20]1[CH:21]=[C:22]2[C:17](=[CH:18][C:19]=1[O:28][CH3:29])[C:16]1=[C:12]([C:10]3[O:1][N:2]=[C:3]([CH3:4])[N:5]=3)[C:13]([C:31]3[CH:32]=[C:33]([CH3:39])[C:34]([OH:38])=[C:35]([CH3:37])[CH:36]=3)=[C:14]([CH3:30])[N:15]1[CH:24]([CH3:25])[CH2:23]2, predict the reactants needed to synthesize it. The reactants are: [OH:1][NH:2][C:3](=[NH:5])[CH3:4].[H-].[Na+].CO[C:10]([C:12]1[C:13]([C:31]2[CH:36]=[C:35]([CH3:37])[C:34]([OH:38])=[C:33]([CH3:39])[CH:32]=2)=[C:14]([CH3:30])[N:15]2[CH:24]([CH3:25])[CH2:23][C:22]3[C:17](=[CH:18][C:19]([O:28][CH3:29])=[C:20]([O:26][CH3:27])[CH:21]=3)[C:16]=12)=O.C(N)(=N)C. (3) The reactants are: [C:1](OC=C)(=[O:3])[CH3:2].[F:7][C:8]([F:12])=[C:9]([F:11])[F:10].[OH-].[Na+]. Given the product [CH:1]([OH:3])=[CH2:2].[F:7][C:8]([F:12])=[C:9]([F:11])[F:10], predict the reactants needed to synthesize it. (4) Given the product [CH:1]1[C:11]2[C:10]3=[CH:12][C:13]4[CH:14]=[CH:15][C:16]([C:19]([OH:21])=[O:20])=[CH:17][C:18]=4[N:9]3[CH:8]=[CH:7][CH2:6][C:5]=2[CH:4]=[CH:3][CH:2]=1, predict the reactants needed to synthesize it. The reactants are: [CH:1]1[C:11]2[C:10]3=[CH:12][C:13]4[CH:14]=[CH:15][C:16]([C:19]([OH:21])=[O:20])=[CH:17][C:18]=4[N:9]3[CH:8]=[C:7](C(O)=O)[CH2:6][C:5]=2[CH:4]=[CH:3][CH:2]=1.NCC1OC=CN=1.CNC(N)=O.C(O)(C(F)(F)F)=O.